From a dataset of Catalyst prediction with 721,799 reactions and 888 catalyst types from USPTO. Predict which catalyst facilitates the given reaction. Reactant: [CH2:1]([O:8][C:9]1[CH:10]=[C:11]2[CH2:24][CH2:23][CH2:22][C:13]3=[N:14][N:15]([CH2:18][CH:19](O)[CH3:20])[C:16]([CH:17]=1)=[C:12]23)[C:2]1[CH:7]=[CH:6][CH:5]=[CH:4][CH:3]=1.C(N(CC)CC)C.CS(Cl)(=O)=O.[N-:37]=[N+:38]=[N-:39].[Na+]. Product: [N:37]([CH:19]([CH3:20])[CH2:18][N:15]1[C:16]2[CH:17]=[C:9]([O:8][CH2:1][C:2]3[CH:7]=[CH:6][CH:5]=[CH:4][CH:3]=3)[CH:10]=[C:11]3[CH2:24][CH2:23][CH2:22][C:13]([C:12]=23)=[N:14]1)=[N+:38]=[N-:39]. The catalyst class is: 46.